From a dataset of Catalyst prediction with 721,799 reactions and 888 catalyst types from USPTO. Predict which catalyst facilitates the given reaction. (1) Reactant: [CH3:1][C:2]1[CH:3]=[C:4](B(O)O)[CH:5]=[C:6]([O:8][C:9]2[CH:14]=[CH:13][C:12]([C:15]([F:18])([F:17])[F:16])=[CH:11][N:10]=2)[CH:7]=1.Br[CH:23]=[C:24]1[CH2:29][CH2:28][N:27]([C:30]([O:32][C:33]([CH3:36])([CH3:35])[CH3:34])=[O:31])[CH2:26][CH2:25]1.[O-]P([O-])([O-])=O.[K+].[K+].[K+]. Product: [CH3:1][C:2]1[CH:3]=[C:4]([CH:5]=[C:6]([O:8][C:9]2[CH:14]=[CH:13][C:12]([C:15]([F:18])([F:17])[F:16])=[CH:11][N:10]=2)[CH:7]=1)[CH:23]=[C:24]1[CH2:29][CH2:28][N:27]([C:30]([O:32][C:33]([CH3:36])([CH3:35])[CH3:34])=[O:31])[CH2:26][CH2:25]1. The catalyst class is: 450. (2) Reactant: [CH2:1]([O:8][C:9](=[O:33])[C@@H:10]([NH:25][C:26]([O:28][C:29]([CH3:32])([CH3:31])[CH3:30])=[O:27])[CH2:11][CH2:12][C:13](=O)[NH:14][C:15]1[CH:20]=[C:19]([CH3:21])[C:18]([CH3:22])=[CH:17][C:16]=1[NH2:23])[C:2]1[CH:7]=[CH:6][CH:5]=[CH:4][CH:3]=1. Product: [CH2:1]([O:8][C:9](=[O:33])[C@@H:10]([NH:25][C:26]([O:28][C:29]([CH3:32])([CH3:31])[CH3:30])=[O:27])[CH2:11][CH2:12][C:13]1[NH:23][C:16]2[CH:17]=[C:18]([CH3:22])[C:19]([CH3:21])=[CH:20][C:15]=2[N:14]=1)[C:2]1[CH:7]=[CH:6][CH:5]=[CH:4][CH:3]=1. The catalyst class is: 15. (3) Reactant: [CH2:1]([O:8][C:9]([N:11]1[C@@H:16]([CH3:17])[CH2:15][CH2:14][C@@H:13]([C:18]([OH:20])=O)[CH2:12]1)=[O:10])[C:2]1[CH:7]=[CH:6][CH:5]=[CH:4][CH:3]=1.O=S(Cl)Cl.Cl.[NH2:26][CH:27]([C:32](=[O:34])[CH3:33])[C:28]([O:30][CH3:31])=[O:29].CCN(C(C)C)C(C)C.C(C1(C2C=CC=CC=2C(O)=O)CC1)#N. Product: [CH3:31][O:30][C:28](=[O:29])[CH:27]([NH:26][C:18]([C@H:13]1[CH2:12][N:11]([C:9]([O:8][CH2:1][C:2]2[CH:3]=[CH:4][CH:5]=[CH:6][CH:7]=2)=[O:10])[C@@H:16]([CH3:17])[CH2:15][CH2:14]1)=[O:20])[C:32](=[O:34])[CH3:33]. The catalyst class is: 34. (4) Reactant: [C:1]([O:5][C:6](=[O:25])[N:7]([CH2:14][C:15]1[CH:24]=[CH:23][C:18]2[O:19][CH2:20][CH2:21][O:22][C:17]=2[CH:16]=1)[CH:8]1[CH2:13][CH2:12][NH:11][CH2:10][CH2:9]1)([CH3:4])([CH3:3])[CH3:2].[CH3:26][C:27]1[CH:28]=[CH:29][CH:30]=[C:31]2[C:36]=1[N:35]([CH2:37][CH:38]=O)[C:34](=[O:40])[CH:33]=[CH:32]2.C(O[BH-](OC(=O)C)OC(=O)C)(=O)C.[Na+].C(=O)([O-])O.[Na+]. Product: [C:1]([O:5][C:6](=[O:25])[N:7]([CH2:14][C:15]1[CH:24]=[CH:23][C:18]2[O:19][CH2:20][CH2:21][O:22][C:17]=2[CH:16]=1)[CH:8]1[CH2:13][CH2:12][N:11]([CH2:38][CH2:37][N:35]2[C:36]3[C:31](=[CH:30][CH:29]=[CH:28][C:27]=3[CH3:26])[CH:32]=[CH:33][C:34]2=[O:40])[CH2:10][CH2:9]1)([CH3:4])([CH3:2])[CH3:3]. The catalyst class is: 671. (5) Reactant: [CH3:1][C:2]1[N:3]([C:8]2[CH:12]=[CH:11][N:10]([CH3:13])[N:9]=2)[C:4]([CH3:7])=[CH:5][CH:6]=1.[Li]CCCC.N#C[Br:21]. Product: [Br:21][C:11]1[N:10]([CH3:13])[N:9]=[C:8]([N:3]2[C:2]([CH3:1])=[CH:6][CH:5]=[C:4]2[CH3:7])[CH:12]=1. The catalyst class is: 1.